From a dataset of Full USPTO retrosynthesis dataset with 1.9M reactions from patents (1976-2016). Predict the reactants needed to synthesize the given product. (1) Given the product [C:27]([O:26][C:24]([N:10]1[C:11]2[C:16](=[CH:15][C:14]([C:18]([OH:20])=[O:19])=[CH:13][CH:12]=2)[CH:17]=[C:9]1[C:3]1[C:4]([F:8])=[CH:5][CH:6]=[CH:7][C:2]=1[Cl:1])=[O:25])([CH3:30])([CH3:28])[CH3:29], predict the reactants needed to synthesize it. The reactants are: [Cl:1][C:2]1[CH:7]=[CH:6][CH:5]=[C:4]([F:8])[C:3]=1[C:9]1[N:10]([C:24]([O:26][C:27]([CH3:30])([CH3:29])[CH3:28])=[O:25])[C:11]2[C:16]([CH:17]=1)=[CH:15][C:14]([C:18]([O:20]CC=C)=[O:19])=[CH:13][CH:12]=2.N1CCOCC1.O.C(O)(=O)C. (2) The reactants are: [NH2:1][C:2]1[N:12]([CH:13]2[CH2:17][CH2:16][CH2:15][CH2:14]2)[C:6]2[N:7]=[C:8](Cl)[N:9]=[CH:10][C:5]=2[C:4](=[O:18])[C:3]=1[C:19]([NH2:21])=[O:20].[NH2:22][C:23]1[CH:28]=[CH:27][C:26]([N:29]2[CH2:34][CH2:33][O:32][CH2:31][CH2:30]2)=[CH:25][CH:24]=1.O.C([O-])(O)=O.[Na+]. Given the product [NH2:1][C:2]1[N:12]([CH:13]2[CH2:17][CH2:16][CH2:15][CH2:14]2)[C:6]2[N:7]=[C:8]([NH:22][C:23]3[CH:24]=[CH:25][C:26]([N:29]4[CH2:34][CH2:33][O:32][CH2:31][CH2:30]4)=[CH:27][CH:28]=3)[N:9]=[CH:10][C:5]=2[C:4](=[O:18])[C:3]=1[C:19]([NH2:21])=[O:20], predict the reactants needed to synthesize it. (3) Given the product [N:1]1([CH2:6][CH2:7][O:8][C:9]2[CH:10]=[C:11]3[C:16](=[CH:17][CH:18]=2)[C:15](=[O:19])[C:14](=[CH:20][C:21]2[CH:26]=[CH:25][CH:24]=[CH:23][C:22]=2[O:27][CH3:28])[CH2:13][CH2:12]3)[CH:5]=[CH:4][N:3]=[CH:2]1, predict the reactants needed to synthesize it. The reactants are: [N:1]1([CH2:6][CH2:7][O:8][C:9]2[CH:10]=[C:11]3[C:16](=[CH:17][CH:18]=2)[C:15](=[O:19])[CH2:14][CH2:13][CH2:12]3)[CH:5]=[CH:4][N:3]=[CH:2]1.[CH:20](=O)[C:21]1[C:22]([O:27][CH3:28])=[CH:23][CH:24]=[CH:25][CH:26]=1. (4) Given the product [F:1][C:2]1[CH:7]=[C:6]([F:8])[CH:5]=[CH:4][C:3]=1[NH:9][C:10](=[O:20])[C:11]1[CH:16]=[CH:15][C:14]([O:17][CH3:18])=[CH:13][C:12]=1[O:19][CH3:21], predict the reactants needed to synthesize it. The reactants are: [F:1][C:2]1[CH:7]=[C:6]([F:8])[CH:5]=[CH:4][C:3]=1[NH:9][C:10](=[O:20])[C:11]1[CH:16]=[CH:15][C:14]([O:17][CH3:18])=[CH:13][C:12]=1[OH:19].[C:21](=O)([O-])[O-].[K+].[K+].IC. (5) Given the product [CH2:1]([N:8]1[CH2:13][CH2:12][N:11]2[CH:10]([CH2:14][O:15][CH2:24][C:25]2=[O:26])[CH2:9]1)[C:2]1[CH:3]=[CH:4][CH:5]=[CH:6][CH:7]=1, predict the reactants needed to synthesize it. The reactants are: [CH2:1]([N:8]1[CH2:13][CH2:12][NH:11][CH:10]([CH2:14][OH:15])[CH2:9]1)[C:2]1[CH:7]=[CH:6][CH:5]=[CH:4][CH:3]=1.O.C(=O)([O-])[O-].[K+].[K+].Cl[CH2:24][C:25](Cl)=[O:26]. (6) Given the product [Cl:10][C:11]1[CH:12]=[C:13]([C:14]([N:1]2[C:9]3[C:4](=[CH:5][CH:6]=[CH:7][CH:8]=3)[CH2:3][CH2:2]2)=[O:15])[CH:17]=[CH:18][N:19]=1, predict the reactants needed to synthesize it. The reactants are: [NH:1]1[C:9]2[C:4](=[CH:5][CH:6]=[CH:7][CH:8]=2)[CH2:3][CH2:2]1.[Cl:10][C:11]1[CH:12]=[C:13]([CH:17]=[CH:18][N:19]=1)[C:14](O)=[O:15].CCN(C(C)C)C(C)C.CN(C(ON1N=NC2C=CC=CC1=2)=[N+](C)C)C.[B-](F)(F)(F)F. (7) Given the product [CH2:1]([N:9]([CH2:12][CH2:11][C:10]([OH:14])=[O:13])[CH2:12][CH2:11][C:10]([OH:14])=[O:13])[CH2:2][CH2:3][CH2:4][CH2:5][CH2:6][CH2:7][CH3:8], predict the reactants needed to synthesize it. The reactants are: [CH2:1]([NH2:9])[CH2:2][CH2:3][CH2:4][CH2:5][CH2:6][CH2:7][CH3:8].[C:10]([OH:14])(=[O:13])[CH:11]=[CH2:12]. (8) Given the product [CH3:21][C:22]1[CH:27]=[CH:26][CH:25]=[CH:24][C:23]=1[C:2]1[CH:20]=[CH:19][C:5]([C:6]([NH:8][C:9]2[CH:18]=[C:17]3[C:12]([CH:13]=[CH:14][CH:15]=[N:16]3)=[CH:11][CH:10]=2)=[O:7])=[CH:4][CH:3]=1, predict the reactants needed to synthesize it. The reactants are: Br[C:2]1[CH:20]=[CH:19][C:5]([C:6]([NH:8][C:9]2[CH:18]=[C:17]3[C:12]([CH:13]=[CH:14][CH:15]=[N:16]3)=[CH:11][CH:10]=2)=[O:7])=[CH:4][CH:3]=1.[CH3:21][C:22]1[CH:27]=[CH:26][CH:25]=[CH:24][C:23]=1B(O)O.